Dataset: Full USPTO retrosynthesis dataset with 1.9M reactions from patents (1976-2016). Task: Predict the reactants needed to synthesize the given product. Given the product [C:10]([C:14]1[C:15]([Cl:22])=[CH:16][C:17]([I:21])=[C:18]([O:20][CH2:8][CH3:9])[CH:19]=1)([CH3:13])([CH3:11])[CH3:12], predict the reactants needed to synthesize it. The reactants are: C(=O)([O-])[O-].[K+].[K+].I[CH2:8][CH3:9].[C:10]([C:14]1[C:15]([Cl:22])=[CH:16][C:17]([I:21])=[C:18]([OH:20])[CH:19]=1)([CH3:13])([CH3:12])[CH3:11].